This data is from Forward reaction prediction with 1.9M reactions from USPTO patents (1976-2016). The task is: Predict the product of the given reaction. (1) Given the reactants [F:1][C:2]1[CH:7]=[C:6]([S:8][C:9]2[CH:14]=[CH:13][CH:12]=[C:11]([CH3:15])[CH:10]=2)[CH:5]=[CH:4][C:3]=1[C:16]1[CH:21]=[CH:20][C:19]([CH2:22][CH2:23][C:24]2([NH:32]C(=O)C)[CH2:29][O:28]C(C)(C)[O:26][CH2:25]2)=[CH:18][CH:17]=1.[ClH:36], predict the reaction product. The product is: [ClH:36].[NH2:32][C:24]([CH2:23][CH2:22][C:19]1[CH:18]=[CH:17][C:16]([C:3]2[CH:4]=[CH:5][C:6]([S:8][C:9]3[CH:14]=[CH:13][CH:12]=[C:11]([CH3:15])[CH:10]=3)=[CH:7][C:2]=2[F:1])=[CH:21][CH:20]=1)([CH2:29][OH:28])[CH2:25][OH:26]. (2) Given the reactants [O:1]1[C:5]2[CH:6]=[CH:7][CH:8]=[CH:9][C:4]=2[CH:3]=[C:2]1[C:10]([NH:12][C@H:13]([C:23]([O:25]C)=[O:24])[CH2:14][C:15]1[CH:20]=[CH:19][C:18]([O:21][CH3:22])=[CH:17][CH:16]=1)=[O:11].[OH-].[Na+], predict the reaction product. The product is: [O:1]1[C:5]2[CH:6]=[CH:7][CH:8]=[CH:9][C:4]=2[CH:3]=[C:2]1[C:10]([NH:12][C@H:13]([C:23]([OH:25])=[O:24])[CH2:14][C:15]1[CH:16]=[CH:17][C:18]([O:21][CH3:22])=[CH:19][CH:20]=1)=[O:11].